The task is: Predict the reactants needed to synthesize the given product.. This data is from Full USPTO retrosynthesis dataset with 1.9M reactions from patents (1976-2016). (1) Given the product [CH2:11]=[O:12].[C:9]1([CH3:8])[CH:16]=[CH:15][CH:14]=[C:13]([CH2:1][OH:2])[C:10]=1[CH3:11], predict the reactants needed to synthesize it. The reactants are: [CH2:1]=[O:2].S(=O)(=O)(O)O.[CH3:8][C:9]1[CH:16]=[C:15](C)[CH:14]=[CH:13][C:10]=1[CH2:11][OH:12].C(C1C=CC=CC=1)C. (2) Given the product [C:29]1([C:27](=[O:28])[CH2:26][CH:25]([C:19]2[CH:20]=[CH:21][CH:22]=[CH:23][CH:24]=2)[C:3](=[O:5])[CH3:4])[CH:34]=[CH:33][CH:32]=[CH:31][CH:30]=1, predict the reactants needed to synthesize it. The reactants are: C[Si](C)(C)[C:3](=[O:5])[CH3:4].C1CCN2C(=NCCC2)CC1.[C:19]1([CH:25]=[CH:26][C:27]([C:29]2[CH:34]=[CH:33][CH:32]=[CH:31][CH:30]=2)=[O:28])[CH:24]=[CH:23][CH:22]=[CH:21][CH:20]=1.CC(O)C. (3) Given the product [Cl:2][C:3]1[CH:4]=[C:5]([NH:10][C:11]2[C:20]3[C:15](=[CH:16][C:17]([O:24][CH2:25][CH2:26][CH2:27][OH:28])=[C:18]([N+:21]([O-:23])=[O:22])[CH:19]=3)[N:14]=[CH:13][N:12]=2)[CH:6]=[CH:7][C:8]=1[F:9], predict the reactants needed to synthesize it. The reactants are: Cl.[Cl:2][C:3]1[CH:4]=[C:5]([NH:10][C:11]2[C:20]3[C:15](=[CH:16][C:17]([O:24][CH2:25][CH2:26][CH2:27][O:28]C4CCCCO4)=[C:18]([N+:21]([O-:23])=[O:22])[CH:19]=3)[N:14]=[CH:13][N:12]=2)[CH:6]=[CH:7][C:8]=1[F:9]. (4) Given the product [CH3:6][NH:7][CH2:8][CH:9]([C:17]1[CH:26]=[CH:25][C:24]2[C:19](=[CH:20][CH:21]=[CH:22][CH:23]=2)[CH:18]=1)[CH2:10][C:11]1[S:12][CH:13]=[CH:14][CH:15]=1, predict the reactants needed to synthesize it. The reactants are: C(O[C:6](=O)[NH:7][CH2:8][CH:9]([C:17]1[CH:26]=[CH:25][C:24]2[C:19](=[CH:20][CH:21]=[CH:22][CH:23]=2)[CH:18]=1)[CH:10](O)[C:11]1[S:12][CH:13]=[CH:14][CH:15]=1)(C)(C)C.C(OC(=O)NCC(C1C=CC2C(=CC=CC=2)C=1)C(OC(OC(C)(C)C)=O)C1SC=CC=1)(C)(C)C.B.C1COCC1.C([O-])(O)=O.[Na+]. (5) Given the product [Cl:4][C:2]1[CH:19]=[C:18]([CH:17]=[CH:16][C:1]=1[Cl:6])[CH2:10][NH:7][C:13](=[O:15])[C:12]1[CH:16]=[CH:17][C:18]([CH3:19])=[C:10]([N+:7]([O-:9])=[O:8])[CH:11]=1, predict the reactants needed to synthesize it. The reactants are: [C:1]([Cl:6])(=O)[C:2]([Cl:4])=O.[N+:7]([C:10]1[CH:11]=[C:12]([CH:16]=[CH:17][C:18]=1[CH3:19])[C:13]([OH:15])=O)([O-:9])=[O:8]. (6) Given the product [BrH:8].[Br:8][C:6]1[N:7]2[CH:23]=[C:24]([C:25]([O:27][CH2:28][CH3:29])=[O:26])[N:1]=[C:2]2[C:3]([N:9]2[CH2:10][CH2:11][NH:12][CH2:13][CH2:14]2)=[N:4][CH:5]=1, predict the reactants needed to synthesize it. The reactants are: [NH2:1][C:2]1[C:3]([N:9]2[CH2:14][CH2:13][N:12](C(OC(C)(C)C)=O)[CH2:11][CH2:10]2)=[N:4][CH:5]=[C:6]([Br:8])[N:7]=1.Br[CH2:23][C:24](=O)[C:25]([O:27][CH2:28][CH3:29])=[O:26]. (7) Given the product [Cl:31][C:32]1[N:33]=[C:34]([N:2]([CH3:1])[CH2:3][CH2:4][CH2:5][O:6][C:7]2[CH:12]=[C:11]([N+:13]([O-:15])=[O:14])[CH:10]=[CH:9][C:8]=2[N:16]2[CH:20]=[N:19][C:18]([CH3:21])=[N:17]2)[C:35]2[CH2:40][CH2:39][CH:38]([C:41]3[CH:46]=[CH:45][CH:44]=[CH:43][CH:42]=3)[C:36]=2[N:37]=1, predict the reactants needed to synthesize it. The reactants are: [CH3:1][NH:2][CH2:3][CH2:4][CH2:5][O:6][C:7]1[CH:12]=[C:11]([N+:13]([O-:15])=[O:14])[CH:10]=[CH:9][C:8]=1[N:16]1[CH:20]=[N:19][C:18]([CH3:21])=[N:17]1.C(N(C(C)C)CC)(C)C.[Cl:31][C:32]1[N:33]=[C:34](Cl)[C:35]2[CH2:40][CH2:39][CH:38]([C:41]3[CH:46]=[CH:45][CH:44]=[CH:43][CH:42]=3)[C:36]=2[N:37]=1. (8) Given the product [CH3:23][N:20]1[C:19]([CH2:24][N:25]2[CH2:30][CH2:29][CH:28]([C:31]([OH:34])([CH3:33])[CH3:32])[CH2:27][CH2:26]2)=[N:18][C:17]2[C:21]1=[N:22][C:14]([N:13]1[C:12]3[CH:41]=[CH:42][CH:43]=[CH:44][C:11]=3[N:10]=[C:9]1[NH:8][CH3:1])=[N:15][C:16]=2[N:35]1[CH2:36][CH2:37][O:38][CH2:39][CH2:40]1, predict the reactants needed to synthesize it. The reactants are: [CH2:1]([N:8](C)[C:9]1[N:13]([C:14]2[N:22]=[C:21]3[C:17]([N:18]=[C:19]([CH2:24][N:25]4[CH2:30][CH2:29][CH:28]([C:31]([OH:34])([CH3:33])[CH3:32])[CH2:27][CH2:26]4)[N:20]3[CH3:23])=[C:16]([N:35]3[CH2:40][CH2:39][O:38][CH2:37][CH2:36]3)[N:15]=2)[C:12]2[CH:41]=[CH:42][CH:43]=[CH:44][C:11]=2[N:10]=1)C1C=CC=CC=1.C(O)(=O)C. (9) Given the product [C:32]([C:34]1[CH:35]=[N:36][C:37]2[C:42]([CH:43]=1)=[CH:41][C:40]([O:44][CH:45]([S:49][CH3:8])[C:46]([NH:1][C:2]1([CH2:6][OH:7])[CH2:5][CH2:4][CH2:3]1)=[O:47])=[CH:39][CH:38]=2)#[CH:33], predict the reactants needed to synthesize it. The reactants are: [NH2:1][C:2]1([CH2:6][OH:7])[CH2:5][CH2:4][CH2:3]1.[CH3:8]N(C(ON1N=NC2C=CC=CC1=2)=[N+](C)C)C.[B-](F)(F)(F)F.[NH4+].[Cl-].[C:32]([C:34]1[CH:35]=[N:36][C:37]2[C:42]([CH:43]=1)=[CH:41][C:40]([O:44][C:45](C)([SH:49])[C:46](O)=[O:47])=[CH:39][CH:38]=2)#[CH:33].